Dataset: Reaction yield outcomes from USPTO patents with 853,638 reactions. Task: Predict the reaction yield, written as a fraction of the theoretical maximum amount of product (1.0 means a 100% yield; for example, 0.34 means a 34% yield). (1) The reactants are [OH-].[Na+].[CH2:3]([O:10][C:11]1[CH:16]=[CH:15][C:14]([CH:17]([OH:23])[CH2:18][NH:19][CH2:20][CH2:21][CH3:22])=[CH:13][CH:12]=1)[C:4]1[CH:9]=[CH:8][CH:7]=[CH:6][CH:5]=1.Cl[CH2:25][C:26](Cl)=[O:27].[OH-].[K+]. The catalyst is O.ClCCl.C(O)(C)C. The product is [CH2:3]([O:10][C:11]1[CH:12]=[CH:13][C:14]([CH:17]2[CH2:18][N:19]([CH2:20][CH2:21][CH3:22])[C:26](=[O:27])[CH2:25][O:23]2)=[CH:15][CH:16]=1)[C:4]1[CH:5]=[CH:6][CH:7]=[CH:8][CH:9]=1. The yield is 0.670. (2) The product is [Cl:1][C:2]1[CH:7]=[C:6]2[NH:8][C:9](=[O:30])[C:10]3([CH:15]([C:16]4[CH:17]=[CH:18][CH:19]=[CH:20][CH:21]=4)[CH2:14][CH2:13][NH:12][CH:11]3[C:23]3[CH:28]=[CH:27][CH:26]=[C:25]([Cl:29])[CH:24]=3)[C:5]2=[CH:4][CH:3]=1. The yield is 0.311. No catalyst specified. The reactants are [Cl:1][C:2]1[CH:7]=[C:6]2[NH:8][C:9](=[O:30])[C:10]3([CH:15]([C:16]4[CH:21]=[CH:20][CH:19]=[CH:18][CH:17]=4)[CH2:14][C:13](=O)[NH:12][CH:11]3[C:23]3[CH:28]=[CH:27][CH:26]=[C:25]([Cl:29])[CH:24]=3)[C:5]2=[CH:4][CH:3]=1.[BH4-].[Na+].